This data is from Merck oncology drug combination screen with 23,052 pairs across 39 cell lines. The task is: Regression. Given two drug SMILES strings and cell line genomic features, predict the synergy score measuring deviation from expected non-interaction effect. Drug 1: O=P1(N(CCCl)CCCl)NCCCO1. Drug 2: O=C(CCCCCCC(=O)Nc1ccccc1)NO. Cell line: RKO. Synergy scores: synergy=23.6.